From a dataset of Catalyst prediction with 721,799 reactions and 888 catalyst types from USPTO. Predict which catalyst facilitates the given reaction. (1) Reactant: [C:1]([C:3]1[CH:8]=[CH:7][C:6]([N:9]2[C:13](=[O:14])[C:12]([CH3:16])([CH3:15])[N:11]([C:17]3[CH:35]=[CH:34][C:20]([O:21][CH2:22][C:23]4([NH:26]C(=O)OC(C)(C)C)[CH2:25][CH2:24]4)=[C:19]([F:36])[CH:18]=3)[C:10]2=[S:37])=[CH:5][C:4]=1[C:38]([F:41])([F:40])[F:39])#[N:2].[OH-].[Na+]. Product: [NH2:26][C:23]1([CH2:22][O:21][C:20]2[CH:34]=[CH:35][C:17]([N:11]3[C:12]([CH3:16])([CH3:15])[C:13](=[O:14])[N:9]([C:6]4[CH:7]=[CH:8][C:3]([C:1]#[N:2])=[C:4]([C:38]([F:40])([F:41])[F:39])[CH:5]=4)[C:10]3=[S:37])=[CH:18][C:19]=2[F:36])[CH2:25][CH2:24]1. The catalyst class is: 209. (2) Reactant: [C:1]([O-])([O-])=O.[K+].[K+].[CH2:7]([O:9][C:10](=[O:32])[C:11]1([CH2:31][CH2:30][CH2:29][CH2:28]1)[NH:12][S:13]([C:16]1[CH:25]=[C:24]2[C:19]([C:20]([Cl:27])=[CH:21][N:22]=[C:23]2[Cl:26])=[CH:18][CH:17]=1)(=[O:15])=[O:14])[CH3:8].CI.O. Product: [CH2:7]([O:9][C:10](=[O:32])[C:11]1([CH2:28][CH2:29][CH2:30][CH2:31]1)[N:12]([S:13]([C:16]1[CH:25]=[C:24]2[C:19]([C:20]([Cl:27])=[CH:21][N:22]=[C:23]2[Cl:26])=[CH:18][CH:17]=1)(=[O:14])=[O:15])[CH3:1])[CH3:8]. The catalyst class is: 3. (3) Reactant: C(O)(=O)C=C.C(Cl)(=O)C(Cl)=O.N[C:13]1[CH:18]=[CH:17][CH:16]=[CH:15][CH:14]=1.[C:19]([NH2:23])(=[O:22])[CH:20]=[CH2:21]. Product: [CH:16]1[CH:17]=[CH:18][C:13](/[CH:21]=[CH:20]/[C:19]([NH2:23])=[O:22])=[CH:14][CH:15]=1. The catalyst class is: 45.